Dataset: Reaction yield outcomes from USPTO patents with 853,638 reactions. Task: Predict the reaction yield, written as a fraction of the theoretical maximum amount of product (1.0 means a 100% yield; for example, 0.34 means a 34% yield). The reactants are C(O[C:6](=O)[NH:7][CH2:8][CH:9]([C:18]1[CH:23]=[CH:22][C:21]([Br:24])=[CH:20][CH:19]=1)[C:10]1[CH:15]=[CH:14][CH:13]=[C:12]([O:16][CH3:17])[CH:11]=1)(C)(C)C.Br[C:42]1[CH:43]=[CH:38]C(C([C:38]2[CH:43]=[CH:42][CH:41]=[C:40](OC)C=2)CC(O)=O)=[CH:40][CH:41]=1.C([N:48]([CH2:51][CH3:52])CC)C.[C:53]1(P(N=[N+]=[N-])(C2C=CC=CC=2)=O)[CH:58]=CC=C[CH:54]=1. The catalyst is C(O)(C)(C)C. The product is [Br:24][C:21]1[CH:20]=[CH:19][C:18]([C@H:9]2[C:10]3[C:15](=[CH:14][CH:13]=[C:12]([O:16][CH2:17][CH2:52][CH2:51][N:48]4[CH2:40][CH2:41][CH2:42][CH2:43][CH2:38]4)[CH:11]=3)[C@H:54]3[CH2:53][CH2:58][CH2:6][N:7]3[CH2:8]2)=[CH:23][CH:22]=1. The yield is 0.800.